Dataset: Forward reaction prediction with 1.9M reactions from USPTO patents (1976-2016). Task: Predict the product of the given reaction. (1) Given the reactants Br[C:2]1[CH:11]=[CH:10][C:9]2[N:8]=[CH:7][C:6]3[N:12]([CH3:23])[C:13](=[O:22])[N:14]([C:15]4[C:16]([CH3:21])=[N:17][N:18]([CH3:20])[CH:19]=4)[C:5]=3[C:4]=2[CH:3]=1.[CH3:24][N:25]([CH3:37])[C:26]([C:28]1[CH:33]=[CH:32][C:31](B(O)O)=[CH:30][CH:29]=1)=[O:27], predict the reaction product. The product is: [CH3:20][N:18]1[CH:19]=[C:15]([N:14]2[C:5]3[C:4]4[CH:3]=[C:2]([C:31]5[CH:32]=[CH:33][C:28]([C:26]([N:25]([CH3:37])[CH3:24])=[O:27])=[CH:29][CH:30]=5)[CH:11]=[CH:10][C:9]=4[N:8]=[CH:7][C:6]=3[N:12]([CH3:23])[C:13]2=[O:22])[C:16]([CH3:21])=[N:17]1. (2) Given the reactants Cl[C:2]1[CH:3]=[CH:4][C:5]([O:12][CH2:13][C:14]2[CH:19]=[CH:18][CH:17]=[CH:16][CH:15]=2)=[C:6]([CH2:8][C:9]([NH2:11])=[O:10])[CH:7]=1.C1(COC2C=CC([C:34]([F:37])([F:36])[F:35])=CC=2CC(O)=O)C=CC=CC=1, predict the reaction product. The product is: [C:14]1([CH2:13][O:12][C:5]2[CH:4]=[CH:3][C:2]([C:34]([F:37])([F:36])[F:35])=[CH:7][C:6]=2[CH2:8][C:9]([NH2:11])=[O:10])[CH:19]=[CH:18][CH:17]=[CH:16][CH:15]=1. (3) Given the reactants N[C:2]1[CH:7]=[CH:6][C:5]([S:8]([OH:11])(=[O:10])=[O:9])=[CH:4][CH:3]=1.N([O-])=O.[Na+], predict the reaction product. The product is: [C:5]1([S:8]([OH:11])(=[O:10])=[O:9])[CH:6]=[CH:7][CH:2]=[CH:3][CH:4]=1.